From a dataset of Catalyst prediction with 721,799 reactions and 888 catalyst types from USPTO. Predict which catalyst facilitates the given reaction. (1) Reactant: [H-].[Na+].[CH:3]1([S:6]([NH2:9])(=[O:8])=[O:7])[CH2:5][CH2:4]1.[C:10]([C:14]1[CH:19]=[CH:18][C:17]([C:20]2[CH:25]=[CH:24][CH:23]=[C:22]([CH:26]3[C:35]([CH3:37])([CH3:36])[CH2:34][C:33]4[C:28](=[C:29]([C:39](O)=[O:40])[CH:30]=[C:31]([Cl:38])[CH:32]=4)[NH:27]3)[CH:21]=2)=[CH:16][CH:15]=1)([CH3:13])([CH3:12])[CH3:11].C(N1C=CN=C1)(N1C=CN=C1)=O. Product: [C:10]([C:14]1[CH:19]=[CH:18][C:17]([C:20]2[CH:25]=[CH:24][CH:23]=[C:22]([CH:26]3[C:35]([CH3:37])([CH3:36])[CH2:34][C:33]4[C:28](=[C:29]([C:39]([NH:9][S:6]([CH:3]5[CH2:5][CH2:4]5)(=[O:8])=[O:7])=[O:40])[CH:30]=[C:31]([Cl:38])[CH:32]=4)[NH:27]3)[CH:21]=2)=[CH:16][CH:15]=1)([CH3:13])([CH3:11])[CH3:12]. The catalyst class is: 9. (2) Reactant: [CH3:1][C:2]1[C:11]([S:12][CH3:13])=[C:10]([C:14]([F:20])([F:19])[C:15]([F:18])([F:17])[F:16])[CH:9]=[CH:8][C:3]=1[C:4]([O:6]C)=[O:5].CO.[OH-].[Na+].Cl. The catalyst class is: 6. Product: [CH3:1][C:2]1[C:11]([S:12][CH3:13])=[C:10]([C:14]([F:20])([F:19])[C:15]([F:16])([F:18])[F:17])[CH:9]=[CH:8][C:3]=1[C:4]([OH:6])=[O:5]. (3) Reactant: [Br:1][C:2]1[N:3]=[CH:4][C:5]([F:11])=[C:6]2[CH:10]=[CH:9][NH:8][C:7]=12.[Al+3].[Cl-].[Cl-].[Cl-].[Cl-].C(C1NC=C[N+]=1C)C.Cl[C:26](=[O:31])[C:27]([O:29]C)=[O:28]. Product: [Br:1][C:2]1[N:3]=[CH:4][C:5]([F:11])=[C:6]2[C:10]([C:26](=[O:31])[C:27]([OH:29])=[O:28])=[CH:9][NH:8][C:7]=12. The catalyst class is: 6.